From a dataset of Full USPTO retrosynthesis dataset with 1.9M reactions from patents (1976-2016). Predict the reactants needed to synthesize the given product. (1) The reactants are: [C:1]([C:5]1[CH:10]=[CH:9][C:8]([C:11]2[N:12]([C:30](Cl)=[O:31])[C@H:13]([C:23]3[CH:28]=[CH:27][C:26]([Cl:29])=[CH:25][CH:24]=3)[C@H:14]([C:16]3[CH:21]=[CH:20][C:19]([Cl:22])=[CH:18][CH:17]=3)[N:15]=2)=[C:7]([O:33][CH2:34][CH3:35])[CH:6]=1)([CH3:4])([CH3:3])[CH3:2].[N:36]1([CH2:43][C:44]([N:46]2[CH2:51][CH2:50][O:49][CH2:48][CH2:47]2)=[O:45])[CH2:42][CH2:41][CH2:40][NH:39][CH2:38][CH2:37]1. Given the product [ClH:22].[C:1]([C:5]1[CH:10]=[CH:9][C:8]([C:11]2[N:12]([C:30]([N:39]3[CH2:40][CH2:41][CH2:42][N:36]([CH2:43][C:44]([N:46]4[CH2:47][CH2:48][O:49][CH2:50][CH2:51]4)=[O:45])[CH2:37][CH2:38]3)=[O:31])[C@H:13]([C:23]3[CH:24]=[CH:25][C:26]([Cl:29])=[CH:27][CH:28]=3)[C@H:14]([C:16]3[CH:17]=[CH:18][C:19]([Cl:22])=[CH:20][CH:21]=3)[N:15]=2)=[C:7]([O:33][CH2:34][CH3:35])[CH:6]=1)([CH3:4])([CH3:2])[CH3:3], predict the reactants needed to synthesize it. (2) Given the product [O:14]1[CH2:15][CH2:16][CH2:17][C@@H:13]1[C:11]([N:8]1[CH2:9][CH2:10][N:5]([CH2:4][C@H:3]2[CH2:2][O:18]2)[CH2:6][CH2:7]1)=[O:12], predict the reactants needed to synthesize it. The reactants are: Cl[CH2:2][C@@H:3]([OH:18])[CH2:4][N:5]1[CH2:10][CH2:9][N:8]([C:11]([C@H:13]2[CH2:17][CH2:16][CH2:15][O:14]2)=[O:12])[CH2:7][CH2:6]1.O.[OH-].[Na+]. (3) Given the product [OH:43][C:30]1[C:29](=[O:28])[N:18]([C:19]2[N:20]=[N:21][C:22]([CH3:25])=[CH:23][CH:24]=2)[CH:14]([C:13]2[CH:16]=[CH:17][C:10]([O:9][CH2:8][CH2:7][N:4]3[CH2:5][CH2:6][O:1][CH2:2][CH2:3]3)=[CH:11][CH:12]=2)[C:31]=1[C:32](=[O:33])[C:34]1[CH:39]=[CH:38][C:37]([CH:40]([CH3:42])[CH3:41])=[CH:36][CH:35]=1, predict the reactants needed to synthesize it. The reactants are: [O:1]1[CH2:6][CH2:5][N:4]([CH2:7][CH2:8][O:9][C:10]2[CH:17]=[CH:16][C:13]([CH:14]=O)=[CH:12][CH:11]=2)[CH2:3][CH2:2]1.[NH2:18][C:19]1[N:20]=[N:21][C:22]([CH3:25])=[CH:23][CH:24]=1.C([O:28][C:29](=O)[C:30]([OH:43])=[CH:31][C:32]([C:34]1[CH:39]=[CH:38][C:37]([CH:40]([CH3:42])[CH3:41])=[CH:36][CH:35]=1)=[O:33])C. (4) Given the product [CH:18]1([N:17]2[C:10]3[N:11]=[C:12]([C:15]#[N:16])[N:13]=[CH:14][C:9]=3[CH:8]=[C:7]2[CH2:6][C:5]2[CH:24]=[CH:25][C:2]([N:30]3[CH2:31][CH2:32][N:27]([CH3:26])[CH2:28][CH2:29]3)=[CH:3][CH:4]=2)[CH2:23][CH2:22][CH2:21][CH2:20][CH2:19]1, predict the reactants needed to synthesize it. The reactants are: Cl[C:2]1[CH:25]=[CH:24][C:5]([CH2:6][C:7]2[N:17]([CH:18]3[CH2:23][CH2:22][CH2:21][CH2:20][CH2:19]3)[C:10]3[N:11]=[C:12]([C:15]#[N:16])[N:13]=[CH:14][C:9]=3[CH:8]=2)=[CH:4][CH:3]=1.[CH3:26][N:27]1[CH2:32][CH2:31][NH:30][CH2:29][CH2:28]1.C(=O)([O-])[O-].[Cs+].[Cs+].C(P(C(C)(C)C)C1C=CC=CC=1C1C=CC=CC=1)(C)(C)C. (5) Given the product [NH2:17][C:16]1[CH:18]=[CH:19][C:13]([Br:12])=[CH:14][C:15]=1[C:6](=[O:24])[CH2:5][CH3:11], predict the reactants needed to synthesize it. The reactants are: [Al+3].[Cl-].[Cl-].[Cl-].[C:5]1([CH3:11])C=CC=C[CH:6]=1.[Br:12][C:13]1[CH:19]=[CH:18][C:16]([NH2:17])=[CH:15][CH:14]=1.B(Cl)(Cl)Cl.[OH2:24]. (6) The reactants are: [C:1]([O:5][C:6]([NH:8][C@@H:9]([C:11]1[CH:20]=[CH:19][C:18]2[C:13](=[CH:14][C:15](/[CH:21]=[CH:22]/[C@:23]([CH2:28][O:29][CH3:30])([CH3:27])[C:24]([OH:26])=[O:25])=[CH:16][CH:17]=2)[N:12]=1)[CH3:10])=[O:7])([CH3:4])([CH3:3])[CH3:2].[Cl:31][C:32]([Cl:56])([Cl:55])[CH2:33][O:34][C:35]([C@@H:37]1[CH2:42][CH2:41][CH2:40][N:39]([C:43](=[O:54])[C@@H:44]([NH:46][C:47](=[O:53])[C@@H:48](O)[CH:49]([CH3:51])[CH3:50])[CH3:45])[NH:38]1)=[O:36].C(N(CC)C(C)C)(C)C.CC1C=CC=C([N+]([O-])=O)C=1C(OC(=O)C1C([N+]([O-])=O)=CC=CC=1C)=O.C(=O)([O-])O.[Na+]. Given the product [Cl:55][C:32]([Cl:31])([Cl:56])[CH2:33][O:34][C:35]([C@@H:37]1[CH2:42][CH2:41][CH2:40][N:39]([C:43](=[O:54])[C@@H:44]([NH:46][C:47](=[O:53])[C@@H:48]([O:25][C:24](=[O:26])[C@@:23]([CH2:28][O:29][CH3:30])([CH3:27])/[CH:22]=[CH:21]/[C:15]2[CH:14]=[C:13]3[C:18]([CH:19]=[CH:20][C:11]([C@H:9]([NH:8][C:6]([O:5][C:1]([CH3:3])([CH3:4])[CH3:2])=[O:7])[CH3:10])=[N:12]3)=[CH:17][CH:16]=2)[CH:49]([CH3:50])[CH3:51])[CH3:45])[NH:38]1)=[O:36], predict the reactants needed to synthesize it. (7) Given the product [Br:1][C:2]1[C:11]2[C:6](=[CH:7][CH:8]=[CH:9][CH:10]=2)[N:5]=[C:4]([C:12]([OH:14])=[O:13])[CH:3]=1.[Br:1][C:2]1[C:11]2[C:6](=[CH:7][CH:8]=[CH:9][CH:10]=2)[N:5]=[C:4]([C:12]([NH:23][C@@H:18]2[CH2:19][CH2:20][CH2:21][CH2:22][C@@H:17]2[OH:16])=[O:14])[CH:3]=1, predict the reactants needed to synthesize it. The reactants are: [Br:1][C:2]1[C:11]2[C:6](=[CH:7][CH:8]=[CH:9][CH:10]=2)[N:5]=[C:4]([C:12]([OH:14])=[O:13])[CH:3]=1.[Cl-].[OH:16][C@H:17]1[CH2:22][CH2:21][CH2:20][CH2:19][C@H:18]1[NH3+:23].CN([P+](ON1N=NC2C=CC=CC1=2)(N(C)C)N(C)C)C.F[P-](F)(F)(F)(F)F.C(N(CC)CC)C.